Task: Predict the reaction yield, written as a fraction of the theoretical maximum amount of product (1.0 means a 100% yield; for example, 0.34 means a 34% yield).. Dataset: Reaction yield outcomes from USPTO patents with 853,638 reactions (1) The reactants are [NH2:1][C:2]1[CH:17]=[C:16]([Br:18])[CH:15]=[CH:14][C:3]=1[C:4]([NH:6][C:7]1[CH:12]=[CH:11][C:10]([Cl:13])=[CH:9][CH:8]=1)=[O:5].C(OC([N:26]1[CH2:31][CH2:30][C:29](=O)[CH2:28][CH2:27]1)=O)(C)(C)C.O.[C:34]1([CH3:44])[CH:39]=[CH:38][C:37]([S:40]([OH:43])(=[O:42])=[O:41])=[CH:36][CH:35]=1. The catalyst is C1(C)C=CC=CC=1. The product is [S:40]([C:37]1[CH:38]=[CH:39][C:34]([CH3:44])=[CH:35][CH:36]=1)([OH:43])(=[O:42])=[O:41].[Br:18][C:16]1[CH:17]=[C:2]2[C:3]([C:4](=[O:5])[N:6]([C:7]3[CH:8]=[CH:9][C:10]([Cl:13])=[CH:11][CH:12]=3)[C:29]3([CH2:30][CH2:31][NH:26][CH2:27][CH2:28]3)[NH:1]2)=[CH:14][CH:15]=1. The yield is 0.850. (2) The reactants are [N:1]([O-])=O.[Na+].[Cl:5][C:6]1[CH:12]=[C:11]([Cl:13])[CH:10]=[CH:9][C:7]=1[NH2:8].[Cl:14][CH:15](C(=O)C)[C:16]([O:18][CH2:19][CH3:20])=[O:17]. The catalyst is O.Cl.C(O)(=O)C. The product is [Cl:14][C:15](=[N:1][NH:8][C:7]1[CH:9]=[CH:10][C:11]([Cl:13])=[CH:12][C:6]=1[Cl:5])[C:16]([O:18][CH2:19][CH3:20])=[O:17]. The yield is 0.510. (3) The reactants are O.[OH-].[Li+].[CH3:4][C:5]1[CH:10]=[C:9]([CH3:11])[N:8]=[C:7]([N:12]([CH3:32])[C:13]([CH2:15][N:16]([C:23]2[CH:28]=[CH:27][C:26]([N+:29]([O-:31])=[O:30])=[CH:25][CH:24]=2)C(=O)C(F)(F)F)=[O:14])[CH:6]=1.C(O)(=O)C. The catalyst is CO.O. The product is [CH3:4][C:5]1[CH:10]=[C:9]([CH3:11])[N:8]=[C:7]([N:12]([CH3:32])[C:13](=[O:14])[CH2:15][NH:16][C:23]2[CH:28]=[CH:27][C:26]([N+:29]([O-:31])=[O:30])=[CH:25][CH:24]=2)[CH:6]=1. The yield is 0.530. (4) The reactants are C(O[C:4](=[O:26])[C:5]([N:7]([C:14]1[C:19]([CH:20]([CH3:22])[CH3:21])=[CH:18][CH:17]=[CH:16][C:15]=1[CH:23]([CH3:25])[CH3:24])C1C=CC=CC=1)=[O:6])C.[NH2:27][C:28]1[CH:33]=[CH:32][C:31](C)=[CH:30][C:29]=1[OH:35].[CH2:36](N(CC)CC)C. The catalyst is C1(C)C=CC=CC=1. The product is [CH:20]([C:19]1[CH:18]=[CH:17][CH:16]=[C:15]([CH:23]([CH3:24])[CH3:25])[C:14]=1[NH:7][C:5](=[O:6])[C:4]([NH:27][C:28]1[CH:33]=[C:32]([CH3:36])[CH:31]=[CH:30][C:29]=1[OH:35])=[O:26])([CH3:21])[CH3:22]. The yield is 0.900.